Dataset: Forward reaction prediction with 1.9M reactions from USPTO patents (1976-2016). Task: Predict the product of the given reaction. (1) The product is: [O:4]1[C:12]2[CH:11]=[CH:10][N:9]=[C:8]([N:13]3[CH2:18][CH2:17][N:16]([CH2:19][CH2:20][C@H:21]4[CH2:26][CH2:25][C@H:24]([NH:27][C:29](=[O:28])[CH2:30][CH2:31][OH:32])[CH2:23][CH2:22]4)[CH2:15][CH2:14]3)[C:7]=2[CH2:6][CH2:5]1. Given the reactants Cl.Cl.Cl.[O:4]1[C:12]2[CH:11]=[CH:10][N:9]=[C:8]([N:13]3[CH2:18][CH2:17][N:16]([CH2:19][CH2:20][C@H:21]4[CH2:26][CH2:25][C@H:24]([NH2:27])[CH2:23][CH2:22]4)[CH2:15][CH2:14]3)[C:7]=2[CH2:6][CH2:5]1.[OH:28][CH2:29][CH2:30][C:31](O)=[O:32], predict the reaction product. (2) Given the reactants COC1C=C([NH:11][C:12](=[O:28])[CH2:13][N:14]2[C:18]3[C:19]([C:23]([O:25][CH2:26][CH3:27])=[O:24])=[CH:20][CH:21]=[CH:22][C:17]=3[N:16]=[CH:15]2)C=C(OC)C=1.[C:29]([C:33]1[CH:55]=[CH:54][C:36]([CH2:37]NC(=O)CN2C3C(C(O)=O)=CC=CC=3N=C2)=[CH:35][CH:34]=1)([CH3:32])([CH3:31])[CH3:30], predict the reaction product. The product is: [C:29]([C:33]1[CH:34]=[CH:35][C:36]([CH2:37][NH:11][C:12](=[O:28])[CH2:13][N:14]2[C:18]3[C:19]([C:23]([O:25][CH2:26][CH3:27])=[O:24])=[CH:20][CH:21]=[CH:22][C:17]=3[N:16]=[CH:15]2)=[CH:54][CH:55]=1)([CH3:32])([CH3:30])[CH3:31].